Predict the reactants needed to synthesize the given product. From a dataset of Full USPTO retrosynthesis dataset with 1.9M reactions from patents (1976-2016). (1) Given the product [Br:12][C:4]1[CH:3]=[C:2]([CH:7]=[C:6]([C:8]([CH3:11])([CH3:10])[CH3:9])[CH:5]=1)[CH:21]=[O:22], predict the reactants needed to synthesize it. The reactants are: Br[C:2]1[CH:7]=[C:6]([C:8]([CH3:11])([CH3:10])[CH3:9])[CH:5]=[C:4]([Br:12])[CH:3]=1.[Li]C(C)(C)C.CN([CH:21]=[O:22])C. (2) Given the product [F:1][C:2]([F:13])([F:12])[O:3][C:4]1[CH:5]=[C:6]([CH:7]2[N:19]([C:18]3[CH:20]=[CH:21][C:15]([F:14])=[CH:16][CH:17]=3)[C:22](=[O:27])[C:23]([NH:19][C:18]3[CH:20]=[CH:21][C:15]([F:14])=[CH:16][CH:17]=3)=[CH:25]2)[CH:9]=[CH:10][CH:11]=1, predict the reactants needed to synthesize it. The reactants are: [F:1][C:2]([F:13])([F:12])[O:3][C:4]1[CH:5]=[C:6]([CH:9]=[CH:10][CH:11]=1)[CH:7]=O.[F:14][C:15]1[CH:21]=[CH:20][C:18]([NH2:19])=[CH:17][CH:16]=1.[C:22]([O:27]CC)(=O)[C:23]([CH3:25])=O. (3) Given the product [Cl:1][C:2]1[CH:3]=[C:4](/[CH:8]=[CH:9]/[C:10]([N:12]2[CH2:18][CH2:17][C:16](=[O:19])[N:15]([CH2:23][CH:24]([O:28][CH2:29][CH3:30])[O:25][CH2:26][CH3:27])[CH2:14][CH2:13]2)=[O:11])[CH:5]=[CH:6][CH:7]=1, predict the reactants needed to synthesize it. The reactants are: [Cl:1][C:2]1[CH:3]=[C:4](/[CH:8]=[CH:9]/[C:10]([N:12]2[CH2:18][CH2:17][C:16](=[O:19])[NH:15][CH2:14][CH2:13]2)=[O:11])[CH:5]=[CH:6][CH:7]=1.[H-].[Na+].Br[CH2:23][CH:24]([O:28][CH2:29][CH3:30])[O:25][CH2:26][CH3:27].C([O-])(O)=O.[Na+].